From a dataset of Full USPTO retrosynthesis dataset with 1.9M reactions from patents (1976-2016). Predict the reactants needed to synthesize the given product. (1) The reactants are: CC1(C)CCCC(C)(C)N1.C([Li])CCC.[Cl:16][C:17]1[CH:25]=[CH:24][CH:23]=[C:22]2[C:18]=1[C:19]([CH2:26][C:27]#[N:28])=[CH:20][NH:21]2.[CH3:29][N:30]=[C:31]=[O:32]. Given the product [CH3:29][NH:30][C:31]([N:21]1[C:22]2[C:18](=[C:17]([Cl:16])[CH:25]=[CH:24][CH:23]=2)[C:19]([CH2:26][C:27]#[N:28])=[CH:20]1)=[O:32], predict the reactants needed to synthesize it. (2) Given the product [CH3:1][O:2][C:3]1[CH:11]=[C:7]2[C:6]([C:12]([C:13]3[CH:18]=[CH:17][C:16]([C:19]([F:22])([F:21])[F:20])=[CH:15][CH:14]=3)=[N:25][NH:26][C:8]2=[O:9])=[CH:5][CH:4]=1, predict the reactants needed to synthesize it. The reactants are: [CH3:1][O:2][C:3]1[CH:4]=[CH:5][C:6]([C:12](=O)[C:13]2[CH:18]=[CH:17][C:16]([C:19]([F:22])([F:21])[F:20])=[CH:15][CH:14]=2)=[C:7]([CH:11]=1)[C:8](O)=[O:9].O.[NH2:25][NH2:26]. (3) The reactants are: [S:1]1[CH:5]=[CH:4][CH:3]=[C:2]1[C:6]1[O:10][N:9]=[CH:8][CH:7]=1.CO[CH:13](OC)[N:14]([CH3:16])[CH3:15]. Given the product [CH3:16][N:14]([CH:13]=[C:7]([C:6](=[O:10])[C:2]1[S:1][CH:5]=[CH:4][CH:3]=1)[C:8]#[N:9])[CH3:15], predict the reactants needed to synthesize it. (4) Given the product [F:28][C:3]1[CH:4]=[C:5]([C:16]([NH:18][C:19]2[CH:24]=[CH:23][C:22]([CH:25]([CH3:27])[CH3:26])=[CH:21][CH:20]=2)=[O:17])[C:6]([NH:8][CH2:9][C:10]2[CH:11]=[CH:12][N:13]=[CH:14][CH:15]=2)=[N:7][CH:2]=1, predict the reactants needed to synthesize it. The reactants are: Cl[C:2]1[N:7]=[C:6]([NH:8][CH2:9][C:10]2[CH:15]=[CH:14][N:13]=[CH:12][CH:11]=2)[C:5]([C:16]([NH:18][C:19]2[CH:24]=[CH:23][C:22]([CH:25]([CH3:27])[CH3:26])=[CH:21][CH:20]=2)=[O:17])=[CH:4][C:3]=1[F:28]. (5) Given the product [CH:1]1([N:7]2[C:15]3[CH:14]=[CH:13][NH:12][C:11](=[O:16])[C:10]=3[C:9]([C:18]3[CH:19]=[CH:20][C:21]([S:24]([NH2:27])(=[O:25])=[O:26])=[CH:22][CH:23]=3)=[N:8]2)[CH2:2][CH2:3][CH2:4][CH2:5][CH2:6]1, predict the reactants needed to synthesize it. The reactants are: [CH:1]1([N:7]2[C:15]3[CH:14]=[CH:13][N:12]=[C:11]([O:16]C)[C:10]=3[C:9]([C:18]3[CH:23]=[CH:22][C:21]([S:24]([NH2:27])(=[O:26])=[O:25])=[CH:20][CH:19]=3)=[N:8]2)[CH2:6][CH2:5][CH2:4][CH2:3][CH2:2]1.[I-].[Na+].Cl[Si](C)(C)C.O. (6) Given the product [CH3:1][C:2]([C:10]1[CH:15]=[CH:14][C:13]([C:26]2[CH:25]=[CH:24][CH:23]=[C:22]([NH:21][C:18](=[O:20])[CH3:19])[CH:27]=2)=[C:12]([OH:17])[CH:11]=1)([CH3:9])[CH2:3][CH2:4][CH2:5][CH2:6][CH2:7][CH3:8], predict the reactants needed to synthesize it. The reactants are: [CH3:1][C:2]([C:10]1[CH:11]=[C:12]([OH:17])[C:13](Br)=[CH:14][CH:15]=1)([CH3:9])[CH2:3][CH2:4][CH2:5][CH2:6][CH2:7][CH3:8].[C:18]([NH:21][C:22]1[CH:23]=[C:24](B(O)O)[CH:25]=[CH:26][CH:27]=1)(=[O:20])[CH3:19]. (7) Given the product [Br:1][C:2]1[CH:3]=[C:4]2[C:9](=[CH:10][CH:11]=1)[O:8][C:7]1([CH3:17])[CH2:12][O:13][CH2:14][C:15](=[O:18])[CH:6]1[CH2:5]2, predict the reactants needed to synthesize it. The reactants are: [Br:1][C:2]1[CH:3]=[C:4]2[C:9](=[CH:10][CH:11]=1)[O:8][C:7]1([CH3:17])[CH2:12][O:13][CH2:14][C:15](=C)[CH:6]1[CH2:5]2.[O:18]=[O+][O-].CSC. (8) Given the product [C:1]([O:5][C:6](=[O:7])[NH:8][C:9]([CH3:29])([CH3:28])[CH2:10][C:11]1[C:19]2[C:14](=[C:15]([C:39]3[CH:40]=[CH:41][S:37][CH:38]=3)[CH:16]=[CH:17][CH:18]=2)[NH:13][CH:12]=1)([CH3:2])([CH3:3])[CH3:4], predict the reactants needed to synthesize it. The reactants are: [C:1]([O:5][C:6]([NH:8][C:9]([CH3:29])([CH3:28])[CH2:10][C:11]1[C:19]2[C:14](=[C:15](OS(C(F)(F)F)(=O)=O)[CH:16]=[CH:17][CH:18]=2)[NH:13][CH:12]=1)=[O:7])([CH3:4])([CH3:3])[CH3:2].C(N(CC)CC)C.[S:37]1[CH:41]=[CH:40][C:39](B(O)O)=[CH:38]1.